Task: Regression. Given a peptide amino acid sequence and an MHC pseudo amino acid sequence, predict their binding affinity value. This is MHC class I binding data.. Dataset: Peptide-MHC class I binding affinity with 185,985 pairs from IEDB/IMGT (1) The peptide sequence is NARLKPLDI. The MHC is HLA-B08:01 with pseudo-sequence HLA-B08:01. The binding affinity (normalized) is 1.00. (2) The peptide sequence is YVAVVPLVY. The MHC is HLA-B46:01 with pseudo-sequence HLA-B46:01. The binding affinity (normalized) is 0.455. (3) The peptide sequence is TTWCSQTSY. The MHC is HLA-A24:02 with pseudo-sequence HLA-A24:02. The binding affinity (normalized) is 0. (4) The peptide sequence is KTKDYVNGL. The MHC is HLA-B58:01 with pseudo-sequence HLA-B58:01. The binding affinity (normalized) is 0. (5) The peptide sequence is ISDPLTSGL. The MHC is HLA-B27:05 with pseudo-sequence HLA-B27:05. The binding affinity (normalized) is 0.0847. (6) The peptide sequence is GRRGWEALKY. The MHC is HLA-B40:02 with pseudo-sequence HLA-B40:02. The binding affinity (normalized) is 0. (7) The peptide sequence is SDRLHHDPL. The MHC is HLA-A26:01 with pseudo-sequence HLA-A26:01. The binding affinity (normalized) is 0.0847.